Dataset: Reaction yield outcomes from USPTO patents with 853,638 reactions. Task: Predict the reaction yield, written as a fraction of the theoretical maximum amount of product (1.0 means a 100% yield; for example, 0.34 means a 34% yield). (1) The reactants are [Br:1][CH:2]([C:6]1[CH:11]=[CH:10][CH:9]=[CH:8][CH:7]=1)[C:3]([OH:5])=[O:4].[C:12]1([C@@H:18](O)[CH3:19])[CH:17]=[CH:16][CH:15]=[CH:14][CH:13]=1.CCN=C=NCCCN(C)C. The catalyst is CN(C1C=CN=CC=1)C.ClCCl.C(OCC)(=O)C. The product is [Br:1][CH:2]([C:6]1[CH:11]=[CH:10][CH:9]=[CH:8][CH:7]=1)[C:3]([O:5][C@H:18]([C:12]1[CH:17]=[CH:16][CH:15]=[CH:14][CH:13]=1)[CH3:19])=[O:4]. The yield is 0.730. (2) The reactants are [Br:1][C:2]1[CH:10]=[C:9]([F:11])[C:8]([O:12][CH3:13])=[CH:7][C:3]=1[C:4]([OH:6])=[O:5].OS(O)(=O)=O.[CH3:19]O. No catalyst specified. The product is [Br:1][C:2]1[CH:10]=[C:9]([F:11])[C:8]([O:12][CH3:13])=[CH:7][C:3]=1[C:4]([O:6][CH3:19])=[O:5]. The yield is 1.00. (3) The reactants are [Cl:1][C:2]1[CH:34]=[CH:33][CH:32]=[CH:31][C:3]=1[C:4]([NH:6]C(=O)NC1SC2C=C(S(CCN3C(C)CCC3C)(=O)=O)C=CC=2N=1)=[O:5].ClC(O[CH:39]([CH3:41])[CH3:40])=O.CCN(C(C)C)C(C)C.N. The catalyst is C1COCC1. The product is [Cl:1][C:2]1[CH:34]=[CH:33][C:32]([CH:39]2[CH2:41][CH2:40]2)=[CH:31][C:3]=1[C:4]([NH2:6])=[O:5]. The yield is 0.430.